From a dataset of Catalyst prediction with 721,799 reactions and 888 catalyst types from USPTO. Predict which catalyst facilitates the given reaction. (1) Reactant: [Cl:1][C:2]1[C:3]([F:11])=[C:4]([CH:8]=[CH:9][CH:10]=1)[C:5](O)=[O:6].C(Cl)(=O)C([Cl:15])=O. Product: [Cl:1][C:2]1[C:3]([F:11])=[C:4]([CH:8]=[CH:9][CH:10]=1)[C:5]([Cl:15])=[O:6]. The catalyst class is: 120. (2) Reactant: [CH3:1][C:2]1[CH:7]=[CH:6][N:5]=[C:4]([CH2:8][N:9]2[CH:14]=[CH:13][CH:12]=[C:11]([C:15]([F:18])([F:17])[F:16])[C:10]2=[O:19])[C:3]=1[CH2:20]OC1CCCCO1.O=S(Cl)[Cl:30].O. Product: [Cl:30][CH2:20][C:3]1[C:4]([CH2:8][N:9]2[CH:14]=[CH:13][CH:12]=[C:11]([C:15]([F:18])([F:17])[F:16])[C:10]2=[O:19])=[N:5][CH:6]=[CH:7][C:2]=1[CH3:1]. The catalyst class is: 2. (3) Reactant: [F:1][C:2]1[CH:27]=[C:26]([F:28])[CH:25]=[CH:24][C:3]=1[O:4][CH:5]([C:9]1[CH:14]=[CH:13][C:12]([S:15]([N:18]2[CH2:23][CH2:22][CH2:21][CH2:20][CH2:19]2)(=[O:17])=[O:16])=[CH:11][CH:10]=1)[C:6](O)=[O:7].[N:29]1[C:37]2[C:32](=[N:33][CH:34]=[CH:35][CH:36]=2)[S:31][C:30]=1[NH2:38].C1C=CC2N(O)N=NC=2C=1.CCN=C=NCCCN(C)C.CN1CCOCC1. Product: [F:1][C:2]1[CH:27]=[C:26]([F:28])[CH:25]=[CH:24][C:3]=1[O:4][CH:5]([C:9]1[CH:14]=[CH:13][C:12]([S:15]([N:18]2[CH2:19][CH2:20][CH2:21][CH2:22][CH2:23]2)(=[O:16])=[O:17])=[CH:11][CH:10]=1)[C:6]([NH:38][C:30]1[S:31][C:32]2[C:37]([N:29]=1)=[CH:36][CH:35]=[CH:34][N:33]=2)=[O:7]. The catalyst class is: 3. (4) Reactant: [OH:1][C:2]1[CH:6]=[C:5]([CH2:7][CH2:8][C:9]([NH:11][CH2:12][CH:13]2[CH2:18][CH2:17][N:16](C(OC(C)(C)C)=O)[CH2:15][CH2:14]2)=[O:10])[O:4][N:3]=1.Cl.O1CCOCC1. Product: [OH:1][C:2]1[CH:6]=[C:5]([CH2:7][CH2:8][C:9]([NH:11][CH2:12][CH:13]2[CH2:14][CH2:15][NH:16][CH2:17][CH2:18]2)=[O:10])[O:4][N:3]=1. The catalyst class is: 25. (5) Reactant: [F:1][C:2]1[C:3]([CH3:22])=[C:4]([C@:8]2([C:18]([O:20][CH3:21])=[O:19])[CH2:12][CH2:11][CH:10]([C:13]3[CH:14]=[N:15][NH:16][CH:17]=3)[CH2:9]2)[CH:5]=[CH:6][CH:7]=1.C(=O)([O-])[O-].[Cs+].[Cs+].[I-].[K+].Cl.Cl[CH2:33][CH2:34][N:35]1[CH2:40][CH2:39][O:38][CH2:37][CH2:36]1. Product: [F:1][C:2]1[C:3]([CH3:22])=[C:4]([C@:8]2([C:18]([O:20][CH3:21])=[O:19])[CH2:12][CH2:11][CH:10]([C:13]3[CH:17]=[N:16][N:15]([CH2:33][CH2:34][N:35]4[CH2:40][CH2:39][O:38][CH2:37][CH2:36]4)[CH:14]=3)[CH2:9]2)[CH:5]=[CH:6][CH:7]=1. The catalyst class is: 10. (6) Reactant: [N+:1]([C:4]1[CH:9]=[CH:8][C:7]([C:10]2[N:15]=[C:14]([N:16]3[CH2:22][CH:21]4[O:23][CH:18]([CH2:19][CH2:20]4)[CH2:17]3)[CH:13]=[C:12]([C:24]3[CH:29]=[CH:28][C:27]([N+:30]([O-])=O)=[CH:26][CH:25]=3)[N:11]=2)=[CH:6][CH:5]=1)([O-])=O. Product: [NH2:1][C:4]1[CH:9]=[CH:8][C:7]([C:10]2[N:15]=[C:14]([N:16]3[CH2:17][CH:18]4[O:23][CH:21]([CH2:20][CH2:19]4)[CH2:22]3)[CH:13]=[C:12]([C:24]3[CH:25]=[CH:26][C:27]([NH2:30])=[CH:28][CH:29]=3)[N:11]=2)=[CH:6][CH:5]=1. The catalyst class is: 29. (7) Reactant: [CH:1]1[C:10]2[C:5](=[CH:6][CH:7]=[CH:8][CH:9]=2)[CH:4]=[CH:3][C:2]=1[C:11](Cl)=[O:12].[NH2:14][C:15]1[S:16][CH:17]=[C:18]([C:20]([O:22][CH2:23][CH3:24])=[O:21])[N:19]=1.C(N(CC)CC)C.O. Product: [CH:1]1[C:10]2[C:5](=[CH:6][CH:7]=[CH:8][CH:9]=2)[CH:4]=[CH:3][C:2]=1[C:11]([NH:14][C:15]1[S:16][CH:17]=[C:18]([C:20]([O:22][CH2:23][CH3:24])=[O:21])[N:19]=1)=[O:12]. The catalyst class is: 7. (8) Reactant: [CH3:1][C:2]1[C:3]([CH:8]=O)=[N:4][CH:5]=[CH:6][CH:7]=1.[C:10]([O:14][C:15](=[O:22])[NH:16][CH2:17][CH2:18][CH2:19][CH2:20][NH2:21])([CH3:13])([CH3:12])[CH3:11].[BH4-].[Na+]. Product: [C:10]([O:14][C:15](=[O:22])[NH:16][CH2:17][CH2:18][CH2:19][CH2:20][NH:21][CH2:8][C:3]1[C:2]([CH3:1])=[CH:7][CH:6]=[CH:5][N:4]=1)([CH3:13])([CH3:11])[CH3:12]. The catalyst class is: 5.